This data is from Full USPTO retrosynthesis dataset with 1.9M reactions from patents (1976-2016). The task is: Predict the reactants needed to synthesize the given product. (1) Given the product [Cl:1][C:2]1[CH:3]=[C:4]2[C:9](=[CH:10][C:11]=1[Cl:12])[C:8](=[O:16])[NH:7][CH:6]=[CH:5]2, predict the reactants needed to synthesize it. The reactants are: [Cl:1][C:2]1[CH:3]=[C:4]2[C:9](=[CH:10][C:11]=1[Cl:12])[CH:8]=[N+:7]([O-])[CH:6]=[CH:5]2.C(OC(=O)C)(=[O:16])C. (2) Given the product [Cl:14][C:13]1[C:3]2[CH2:2][N:28]([CH:26]([C:23]3[CH:22]=[C:21]([CH3:29])[C:20]([O:19][CH2:18][C:17]([F:31])([F:16])[CH3:30])=[CH:25][N:24]=3)[CH3:27])[C:5](=[O:7])[C:4]=2[CH:10]=[CH:11][N:12]=1, predict the reactants needed to synthesize it. The reactants are: Br[CH2:2][C:3]1[C:13]([Cl:14])=[N:12][CH:11]=[CH:10][C:4]=1[C:5]([O:7]CC)=O.Cl.[F:16][C:17]([F:31])([CH3:30])[CH2:18][O:19][C:20]1[C:21]([CH3:29])=[CH:22][C:23]([CH:26]([NH2:28])[CH3:27])=[N:24][CH:25]=1. (3) Given the product [Cl:32][C:33]1[CH:34]=[CH:35][C:36]2[O:40][CH:39]=[C:38]([CH2:41][CH2:42][CH2:10][N:11]([C@H:25]3[CH2:30][CH2:29][C@H:28]([CH3:31])[CH2:27][CH2:26]3)[C:12](=[O:24])[NH:13][C:14]3[S:15][C:16]([S:19][CH2:20][C:21]([OH:23])=[O:22])=[CH:17][N:18]=3)[C:37]=2[CH:46]=1, predict the reactants needed to synthesize it. The reactants are: ClC1C=C(CC[CH2:10][N:11]([C@H:25]2[CH2:30][CH2:29][C@H:28]([CH3:31])[CH2:27][CH2:26]2)[C:12](=[O:24])[NH:13][C:14]2[S:15][C:16]([S:19][CH2:20][C:21]([OH:23])=[O:22])=[CH:17][N:18]=2)C=CC=1.[Cl:32][C:33]1[CH:34]=[CH:35][C:36]2[O:40][CH:39]=[C:38]([CH2:41][CH2:42]C(O)=O)[C:37]=2[CH:46]=1.C(OC(=O)CSC1SC(N)=NC=1)C. (4) Given the product [Br:1][C:2]1[CH:3]=[C:4]2[C:9](=[CH:10][CH:11]=1)[CH:8]=[N:7][C:6]([NH:12][CH3:13])=[CH:5]2, predict the reactants needed to synthesize it. The reactants are: [Br:1][C:2]1[CH:3]=[C:4]2[C:9](=[CH:10][CH:11]=1)[CH:8]=[N:7][C:6]([NH2:12])=[CH:5]2.[CH3:13]OC(OC)N(C)C.C(O[BH-](OC(=O)C)OC(=O)C)(=O)C.[Na+]. (5) Given the product [C:1]([O:5][C:6]([N:8]1[CH2:13][CH2:12][C:11]2[N:14]([CH2:20][O:21][CH2:22][CH2:23][Si:24]([CH3:27])([CH3:26])[CH3:25])[N:15]=[C:16]([C:29]3[N:30]=[C:31]([CH3:34])[S:32][CH:33]=3)[C:10]=2[CH2:9]1)=[O:7])([CH3:4])([CH3:3])[CH3:2], predict the reactants needed to synthesize it. The reactants are: [C:1]([O:5][C:6]([N:8]1[CH2:13][CH2:12][C:11]2[N:14]([CH2:20][O:21][CH2:22][CH2:23][Si:24]([CH3:27])([CH3:26])[CH3:25])[N:15]=[C:16](B(O)O)[C:10]=2[CH2:9]1)=[O:7])([CH3:4])([CH3:3])[CH3:2].Br[C:29]1[N:30]=[C:31]([CH3:34])[S:32][CH:33]=1.CC(C1C=C(C(C)C)C(C2C=CC=CC=2P(C2CCCCC2)C2CCCCC2)=C(C(C)C)C=1)C.C([O-])([O-])=O.[Na+].[Na+]. (6) Given the product [CH:35]1([CH2:40][O:25][C:22]2[CH:23]=[CH:24][C:19]([C@H:17]3[CH2:16][O:15][C:11]4=[CH:12][C:13]5[CH2:14][C@@H:5]([C:3]([OH:2])=[O:4])[N:6]([C@H:26]([C:29]6[CH:30]=[CH:31][CH:32]=[CH:33][CH:34]=6)[CH2:27][CH3:28])[CH2:7][C:8]=5[CH:9]=[C:10]4[O:18]3)=[CH:20][CH:21]=2)[CH2:39][CH2:38][CH2:37][CH2:36]1, predict the reactants needed to synthesize it. The reactants are: C[O:2][C:3]([C@@H:5]1[CH2:14][C:13]2[CH:12]=[C:11]3[O:15][CH2:16][C@H:17]([C:19]4[CH:24]=[CH:23][C:22]([OH:25])=[CH:21][CH:20]=4)[O:18][C:10]3=[CH:9][C:8]=2[CH2:7][N:6]1[C@H:26]([C:29]1[CH:34]=[CH:33][CH:32]=[CH:31][CH:30]=1)[CH2:27][CH3:28])=[O:4].[CH:35]1([CH2:40]O)[CH2:39][CH2:38][CH2:37][CH2:36]1. (7) Given the product [C:14]1([C:9]23[CH2:12][CH2:13][C:6]([CH:4]=[O:5])([CH2:11][CH2:10]2)[CH2:7][CH2:8]3)[CH:19]=[CH:18][CH:17]=[CH:16][CH:15]=1, predict the reactants needed to synthesize it. The reactants are: CON(C)[C:4]([C:6]12[CH2:13][CH2:12][C:9]([C:14]3[CH:19]=[CH:18][CH:17]=[CH:16][CH:15]=3)([CH2:10][CH2:11]1)[CH2:8][CH2:7]2)=[O:5].[H-].[Al+3].[Li+].[H-].[H-].[H-].O.CCOC(C)=O. (8) Given the product [OH:15][CH2:14][CH2:13][NH:12][S:9]([CH2:8][C:4]1[CH:5]=[CH:6][CH:7]=[C:2]([NH:1][C:18]2[C:17]([Cl:16])=[CH:22][C:21]([Cl:23])=[CH:20][C:19]=2[Cl:24])[CH:3]=1)(=[O:11])=[O:10], predict the reactants needed to synthesize it. The reactants are: [NH2:1][C:2]1[CH:3]=[C:4]([CH2:8][S:9]([NH:12][CH2:13][CH2:14][OH:15])(=[O:11])=[O:10])[CH:5]=[CH:6][CH:7]=1.[Cl:16][C:17]1[CH:22]=[C:21]([Cl:23])[CH:20]=[C:19]([Cl:24])[C:18]=1Br.C([O-])([O-])=O.[K+].[K+].CC1(C)C2C(=C(P(C3C=CC=CC=3)C3C=CC=CC=3)C=CC=2)OC2C(P(C3C=CC=CC=3)C3C=CC=CC=3)=CC=CC1=2. (9) Given the product [CH2:26]([N:22]([CH2:23][CH2:24][OH:25])[C:3]1[C:2]([C:32]2[CH:33]=[N:28][CH:29]=[N:30][CH:31]=2)=[CH:21][C:6]([C:7]([NH:9][C:10]2[CH:15]=[CH:14][C:13]([O:16][C:17]([F:20])([F:19])[F:18])=[CH:12][CH:11]=2)=[O:8])=[CH:5][N:4]=1)[CH3:27], predict the reactants needed to synthesize it. The reactants are: Br[C:2]1[C:3]([N:22]([CH2:26][CH3:27])[CH2:23][CH2:24][OH:25])=[N:4][CH:5]=[C:6]([CH:21]=1)[C:7]([NH:9][C:10]1[CH:15]=[CH:14][C:13]([O:16][C:17]([F:20])([F:19])[F:18])=[CH:12][CH:11]=1)=[O:8].[N:28]1[CH:33]=[C:32](B(O)O)[CH:31]=[N:30][CH:29]=1.